Regression. Given a peptide amino acid sequence and an MHC pseudo amino acid sequence, predict their binding affinity value. This is MHC class II binding data. From a dataset of Peptide-MHC class II binding affinity with 134,281 pairs from IEDB. (1) The peptide sequence is KTDCTKEVEEAWASA. The MHC is HLA-DQA10201-DQB10202 with pseudo-sequence HLA-DQA10201-DQB10202. The binding affinity (normalized) is 0.0114. (2) The peptide sequence is NDAIKASTGGAYESY. The MHC is HLA-DPA10201-DPB11401 with pseudo-sequence HLA-DPA10201-DPB11401. The binding affinity (normalized) is 0.250. (3) The peptide sequence is PRSLFPEFSELFAAF. The MHC is HLA-DQA10102-DQB10602 with pseudo-sequence HLA-DQA10102-DQB10602. The binding affinity (normalized) is 0.390. (4) The peptide sequence is EKKYFAATYFEPLAA. The MHC is HLA-DQA10301-DQB10302 with pseudo-sequence HLA-DQA10301-DQB10302. The binding affinity (normalized) is 0.338. (5) The peptide sequence is KHLAVLVKYEGDTMA. The MHC is DRB1_1201 with pseudo-sequence DRB1_1201. The binding affinity (normalized) is 0.358. (6) The peptide sequence is EIGAVALDYPSGTSG. The MHC is HLA-DQA10601-DQB10402 with pseudo-sequence HLA-DQA10601-DQB10402. The binding affinity (normalized) is 0. (7) The peptide sequence is GKEELQEIPTMLKKG. The MHC is DRB4_0103 with pseudo-sequence DRB4_0103. The binding affinity (normalized) is 0.553.